Dataset: Full USPTO retrosynthesis dataset with 1.9M reactions from patents (1976-2016). Task: Predict the reactants needed to synthesize the given product. (1) Given the product [Cl:26][C:23]1[CH:24]=[CH:25][C:20]([C:18]([NH:17][CH:13]([CH2:12][C:7]2[C:5]3[C:4](=[CH:3][CH:2]=[CH:1][CH:6]=3)[NH:11][C:9](=[O:10])[CH:8]=2)[C:14]([O:16][CH2:28][C:29](=[O:31])[CH3:30])=[O:15])=[O:19])=[CH:21][CH:22]=1, predict the reactants needed to synthesize it. The reactants are: [CH:1]1[CH:2]=[CH:3][C:4]2[NH:11][C:9](=[O:10])[CH:8]=[C:7]([CH2:12][CH:13]([NH:17][C:18]([C:20]3[CH:21]=[CH:22][C:23]([Cl:26])=[CH:24][CH:25]=3)=[O:19])[C:14]([OH:16])=[O:15])[C:5]=2[CH:6]=1.Cl[CH2:28][C:29](=[O:31])[CH3:30]. (2) The reactants are: [OH:1][C:2]1[CH:7]=[CH:6][CH:5]=[CH:4][C:3]=1[C:8]1[N:17]=[C:16]([N:18]2[CH2:22][CH2:21][C@@H:20]([NH:23][C:24](=[O:31])[O:25][CH2:26][C:27]([CH3:30])([CH3:29])[CH3:28])[CH2:19]2)[C:15]2[C:10](=[CH:11][C:12]([CH3:32])=[CH:13][CH:14]=2)[N:9]=1.[ClH:33].CCOCC. Given the product [ClH:33].[OH:1][C:2]1[CH:7]=[CH:6][CH:5]=[CH:4][C:3]=1[C:8]1[N:17]=[C:16]([N:18]2[CH2:22][CH2:21][C@@H:20]([NH:23][C:24](=[O:31])[O:25][CH2:26][C:27]([CH3:28])([CH3:29])[CH3:30])[CH2:19]2)[C:15]2[C:10](=[CH:11][C:12]([CH3:32])=[CH:13][CH:14]=2)[N:9]=1, predict the reactants needed to synthesize it. (3) The reactants are: [H-].[Na+].[F:3][C:4]([F:9])([F:8])[C@H:5]([OH:7])[CH3:6].F[C:11]1[CH:16]=[CH:15][C:14]([N+:17]([O-])=O)=[CH:13][CH:12]=1. Given the product [F:3][C:4]([F:9])([F:8])[C@@H:5]([CH3:6])[O:7][C:11]1[CH:16]=[CH:15][C:14]([NH2:17])=[CH:13][CH:12]=1, predict the reactants needed to synthesize it. (4) Given the product [CH3:28][C:23]1[CH:22]=[CH:21][C:20]2[C:25](=[CH:26][CH:27]=[C:18]3[O:17][CH2:16][CH:15]([CH2:14][N:11]4[CH2:12][CH2:13][NH:8][CH2:9][CH2:10]4)[O:29][C:19]3=2)[N:24]=1, predict the reactants needed to synthesize it. The reactants are: C(OC([N:8]1[CH2:13][CH2:12][N:11]([CH2:14][C@@H:15]2[O:29][C:19]3=[C:20]4[C:25](=[CH:26][CH:27]=[C:18]3[O:17][CH2:16]2)[N:24]=[C:23]([CH3:28])[CH:22]=[CH:21]4)[CH2:10][CH2:9]1)=O)(C)(C)C.Cl.[OH-].[Na+]. (5) Given the product [ClH:1].[ClH:1].[CH:3]1([C:9]2[N:10]=[N:11][C:12]([O:28][CH:29]3[CH2:30][CH2:31][N:32]([CH3:36])[CH2:33][CH2:34]3)=[CH:13][C:14]=2[C:15]2[CH:20]=[CH:19][C:18]([O:21][CH:22]3[CH2:27][CH2:26][CH2:25][CH2:24][CH2:23]3)=[CH:17][CH:16]=2)[CH2:4][CH2:5][CH2:6][CH2:7][CH2:8]1, predict the reactants needed to synthesize it. The reactants are: [ClH:1].Cl.[CH:3]1([C:9]2[N:10]=[N:11][C:12]([O:28][CH:29]3[CH2:34][CH2:33][NH:32][CH2:31][CH2:30]3)=[CH:13][C:14]=2[C:15]2[CH:20]=[CH:19][C:18]([O:21][CH:22]3[CH2:27][CH2:26][CH2:25][CH2:24][CH2:23]3)=[CH:17][CH:16]=2)[CH2:8][CH2:7][CH2:6][CH2:5][CH2:4]1.Cl.[CH2:36](OCC)C. (6) Given the product [C:1]([O:5][C:6](=[O:25])[NH:7][C:8]1[CH:13]=[C:12]([O:14][CH2:15][CH2:16][CH3:17])[C:11]([C:18]([F:21])([F:20])[F:19])=[CH:10][C:9]=1[NH2:22])([CH3:2])([CH3:3])[CH3:4], predict the reactants needed to synthesize it. The reactants are: [C:1]([O:5][C:6](=[O:25])[NH:7][C:8]1[CH:13]=[C:12]([O:14][CH2:15][CH2:16][CH3:17])[C:11]([C:18]([F:21])([F:20])[F:19])=[CH:10][C:9]=1[N+:22]([O-])=O)([CH3:4])([CH3:3])[CH3:2]. (7) Given the product [Cl:3][C:4]1[CH:5]=[CH:6][C:7]([C:10]2[CH:11]=[C:12]3[C:17](=[CH:18][C:19]=2[O:20][CH3:21])[N:16]([CH2:24][C:25]([O:27][C:28]([CH3:31])([CH3:30])[CH3:29])=[O:26])[C:15](=[O:22])[CH2:14][CH2:13]3)=[CH:8][CH:9]=1, predict the reactants needed to synthesize it. The reactants are: [H-].[Na+].[Cl:3][C:4]1[CH:9]=[CH:8][C:7]([C:10]2[CH:11]=[C:12]3[C:17](=[CH:18][C:19]=2[O:20][CH3:21])[NH:16][C:15](=[O:22])[CH2:14][CH2:13]3)=[CH:6][CH:5]=1.Br[CH2:24][C:25]([O:27][C:28]([CH3:31])([CH3:30])[CH3:29])=[O:26]. (8) Given the product [CH2:17]([NH:20][C:1](=[O:8])[C:2]1[CH:7]=[CH:6][CH:5]=[CH:4][CH:3]=1)[CH2:18][CH3:19], predict the reactants needed to synthesize it. The reactants are: [C:1](Cl)(=[O:8])[C:2]1[CH:7]=[CH:6][CH:5]=[CH:4][CH:3]=1.C(N(CC)CC)C.[CH2:17]([NH2:20])[CH2:18][CH3:19]. (9) Given the product [CH3:1][C:2]1([CH3:13])[O:7][B:6]([OH:8])[C:5]2[CH:9]=[C:10]([N+:14]([O-:16])=[O:15])[CH:11]=[CH:12][C:4]=2[CH2:3]1, predict the reactants needed to synthesize it. The reactants are: [CH3:1][C:2]1([CH3:13])[O:7][B:6]([OH:8])[C:5]2[CH:9]=[CH:10][CH:11]=[CH:12][C:4]=2[CH2:3]1.[N+:14]([O-])([OH:16])=[O:15].